Dataset: Forward reaction prediction with 1.9M reactions from USPTO patents (1976-2016). Task: Predict the product of the given reaction. (1) Given the reactants [F:1][C:2]1[C:7]([N+:8]([O-])=O)=[CH:6][C:5]([CH2:11][C:12]([O:14][CH2:15][CH3:16])=[O:13])=[C:4]([C:17]#[C:18][Si:19]([CH3:22])([CH3:21])[CH3:20])[CH:3]=1.[NH4+].[Cl-], predict the reaction product. The product is: [NH2:8][C:7]1[C:2]([F:1])=[CH:3][C:4]([C:17]#[C:18][Si:19]([CH3:20])([CH3:21])[CH3:22])=[C:5]([CH2:11][C:12]([O:14][CH2:15][CH3:16])=[O:13])[CH:6]=1. (2) The product is: [NH2:1][C@H:2]([C:8]([OH:10])=[O:9])[CH2:3][CH2:4][CH2:5][CH2:6][NH2:7].[F:11][C:12]([F:17])([F:16])[C:13]([OH:15])=[O:14].[CH2:18]([NH:26][CH2:27][C:28]1[C:29]2[C:34](=[CH:33][CH:32]=[CH:31][CH:30]=2)[C:35]([Cl:42])=[C:36]2[C:41]=1[CH:40]=[CH:39][CH:38]=[CH:37]2)[CH2:19][CH2:20][CH2:21][CH2:22][CH3:23]. Given the reactants [NH2:1][C@H:2]([C:8]([OH:10])=[O:9])[CH2:3][CH2:4][CH2:5][CH2:6][NH2:7].[F:11][C:12]([F:17])([F:16])[C:13]([OH:15])=[O:14].[CH2:18]([NH:26][CH2:27][C:28]1[C:41]2[C:36](=[CH:37][CH:38]=[CH:39][CH:40]=2)[C:35]([Cl:42])=[C:34]2[C:29]=1[CH:30]=[CH:31][CH:32]=[CH:33]2)[CH2:19][CH2:20][CH2:21][CH2:22][CH2:23]CC.N[C@H](C(O)=O)CCCCN, predict the reaction product. (3) Given the reactants [C:1]([O:5][C@@H:6]([C:11]1[C:30]([CH3:31])=[CH:29][C:14]2[N:15]=[C:16]([C:18]3[N:19]=[CH:20][C:21]4[N:26]([CH3:27])[N:25]=[C:24]([CH3:28])[C:22]=4[N:23]=3)[S:17][C:13]=2[C:12]=1[C:32]1[CH:37]=[CH:36][C:35]([Cl:38])=[CH:34][CH:33]=1)[C:7]([O:9]C)=[O:8])([CH3:4])([CH3:3])[CH3:2].[OH-].[Na+].C(O)(=O)C.CN(C=O)C, predict the reaction product. The product is: [C:1]([O:5][C@@H:6]([C:11]1[C:30]([CH3:31])=[CH:29][C:14]2[N:15]=[C:16]([C:18]3[N:19]=[CH:20][C:21]4[N:26]([CH3:27])[N:25]=[C:24]([CH3:28])[C:22]=4[N:23]=3)[S:17][C:13]=2[C:12]=1[C:32]1[CH:37]=[CH:36][C:35]([Cl:38])=[CH:34][CH:33]=1)[C:7]([OH:9])=[O:8])([CH3:4])([CH3:2])[CH3:3].